Task: Predict the reactants needed to synthesize the given product.. Dataset: Full USPTO retrosynthesis dataset with 1.9M reactions from patents (1976-2016) Given the product [CH3:24][C:21]1[CH:22]=[CH:23][C:18]([NH:17][C:13]2[CH:14]=[CH:15][CH:16]=[C:11]([CH2:10][O:9][CH2:8][C:7]3[N:3]([CH3:1])[N:4]=[CH:5][N:6]=3)[CH:12]=2)=[C:19]([N+:28]([O-:30])=[O:29])[CH:20]=1, predict the reactants needed to synthesize it. The reactants are: [CH2:1]([N:3]1[C:7]([CH2:8][O:9][CH2:10][C:11]2[CH:12]=[C:13]([NH:17][C:18]3[CH:23]=[CH:22][C:21]([C:24](F)(F)F)=[CH:20][C:19]=3[N+:28]([O-:30])=[O:29])[CH:14]=[CH:15][CH:16]=2)=[N:6][CH:5]=[N:4]1)C.C(C(OCC1NC=CN=1)C1C=C(N)C=CC=1)C.